This data is from Catalyst prediction with 721,799 reactions and 888 catalyst types from USPTO. The task is: Predict which catalyst facilitates the given reaction. (1) Reactant: [Br:1][C:2]1[S:3][C:4]([C:7]([OH:9])=O)=[CH:5][N:6]=1.S(Cl)(Cl)=O.[CH3:14][O:15][C:16]1[CH:17]=[C:18]([CH:21]=[CH:22][CH:23]=1)[NH:19][CH3:20].C(N(CC)CC)C. Product: [Br:1][C:2]1[S:3][C:4]([C:7]([N:19]([C:18]2[CH:21]=[CH:22][CH:23]=[C:16]([O:15][CH3:14])[CH:17]=2)[CH3:20])=[O:9])=[CH:5][N:6]=1. The catalyst class is: 575. (2) The catalyst class is: 18. Product: [Cl:13][C:14]1[CH:15]=[C:16]([NH:21][C:22]2[C:31]3[C:26](=[CH:27][C:28]([O:12][C@H:9]4[CH2:10][CH2:11][O:7][CH2:8]4)=[C:29]([N+:32]([O-:34])=[O:33])[CH:30]=3)[N:25]=[CH:24][N:23]=2)[CH:17]=[CH:18][C:19]=1[F:20]. Reactant: CC(C)([O-])C.[K+].[O:7]1[CH2:11][CH2:10][C@H:9]([OH:12])[CH2:8]1.[Cl:13][C:14]1[CH:15]=[C:16]([NH:21][C:22]2[C:31]3[C:26](=[CH:27][C:28](F)=[C:29]([N+:32]([O-:34])=[O:33])[CH:30]=3)[N:25]=[CH:24][N:23]=2)[CH:17]=[CH:18][C:19]=1[F:20].Cl. (3) Reactant: C([O:3][C:4]([CH:6]1[CH2:15][C:14]2[C:9](=[CH:10][CH:11]=[CH:12][CH:13]=2)[CH2:8][N:7]1[C:16](=[O:30])[C:17]1[CH:22]=[CH:21][CH:20]=[C:19]([O:23][C:24]2[CH:29]=[CH:28][CH:27]=[CH:26][CH:25]=2)[CH:18]=1)=[O:5])C.[OH-].[Na+]. Product: [O:23]([C:19]1[CH:18]=[C:17]([CH:22]=[CH:21][CH:20]=1)[C:16]([N:7]1[CH:6]([C:4]([OH:5])=[O:3])[CH2:15][C:14]2[C:9](=[CH:10][CH:11]=[CH:12][CH:13]=2)[CH2:8]1)=[O:30])[C:24]1[CH:25]=[CH:26][CH:27]=[CH:28][CH:29]=1. The catalyst class is: 199.